Task: Predict the reactants needed to synthesize the given product.. Dataset: Full USPTO retrosynthesis dataset with 1.9M reactions from patents (1976-2016) Given the product [CH:1]1([C:4]([N:6]2[CH2:10][CH2:9][C@@H:8]([CH2:11][N:12]3[C:16]4[CH:17]=[CH:18][C:19]([C:21]([F:22])([F:24])[F:23])=[CH:20][C:15]=4[N:14]=[C:13]3[C:25]3[CH:30]=[CH:29][C:28]([C:41]4[CH:42]=[C:43]5[C:47](=[CH:48][CH:49]=4)[NH:46][CH2:45][CH2:44]5)=[CH:27][CH:26]=3)[CH2:7]2)=[O:5])[CH2:2][CH2:3]1, predict the reactants needed to synthesize it. The reactants are: [CH:1]1([C:4]([N:6]2[CH2:10][CH2:9][C@@H:8]([CH2:11][N:12]3[C:16]4[CH:17]=[CH:18][C:19]([C:21]([F:24])([F:23])[F:22])=[CH:20][C:15]=4[N:14]=[C:13]3[C:25]3[CH:30]=[CH:29][C:28](B4OC(C)(C)C(C)(C)O4)=[CH:27][CH:26]=3)[CH2:7]2)=[O:5])[CH2:3][CH2:2]1.Br[C:41]1[CH:42]=[C:43]2[C:47](=[CH:48][CH:49]=1)[NH:46][CH2:45][CH2:44]2.C(=O)([O-])[O-].[K+].[K+].